The task is: Regression. Given two drug SMILES strings and cell line genomic features, predict the synergy score measuring deviation from expected non-interaction effect.. This data is from NCI-60 drug combinations with 297,098 pairs across 59 cell lines. (1) Drug 1: CC1=C(C=C(C=C1)NC2=NC=CC(=N2)N(C)C3=CC4=NN(C(=C4C=C3)C)C)S(=O)(=O)N.Cl. Drug 2: CC1=C(C=C(C=C1)C(=O)NC2=CC(=CC(=C2)C(F)(F)F)N3C=C(N=C3)C)NC4=NC=CC(=N4)C5=CN=CC=C5. Cell line: HS 578T. Synergy scores: CSS=1.54, Synergy_ZIP=5.13, Synergy_Bliss=6.11, Synergy_Loewe=0.891, Synergy_HSA=0.971. (2) Drug 1: CC(C)NC(=O)C1=CC=C(C=C1)CNNC.Cl. Drug 2: C1CCC(C(C1)N)N.C(=O)(C(=O)[O-])[O-].[Pt+4]. Cell line: SW-620. Synergy scores: CSS=6.93, Synergy_ZIP=-12.3, Synergy_Bliss=-17.4, Synergy_Loewe=-40.0, Synergy_HSA=-21.8.